From a dataset of Forward reaction prediction with 1.9M reactions from USPTO patents (1976-2016). Predict the product of the given reaction. Given the reactants [NH2:1][C:2]1[CH:3]=[C:4]([C:10]2[C:18]3[C:17]([NH2:19])=[N:16][CH:15]=[N:14][C:13]=3[N:12]([CH:20]3[CH2:24][CH2:23][CH2:22][CH2:21]3)[CH:11]=2)[CH:5]=[CH:6][C:7]=1[O:8][CH3:9].Cl[C:26]([O:28][CH2:29][C:30]1[CH:35]=[CH:34][CH:33]=[CH:32][CH:31]=1)=[O:27], predict the reaction product. The product is: [NH2:19][C:17]1[C:18]2[C:10]([C:4]3[CH:5]=[CH:6][C:7]([O:8][CH3:9])=[C:2]([NH:1][C:26](=[O:27])[O:28][CH2:29][C:30]4[CH:35]=[CH:34][CH:33]=[CH:32][CH:31]=4)[CH:3]=3)=[CH:11][N:12]([CH:20]3[CH2:21][CH2:22][CH2:23][CH2:24]3)[C:13]=2[N:14]=[CH:15][N:16]=1.